Dataset: Forward reaction prediction with 1.9M reactions from USPTO patents (1976-2016). Task: Predict the product of the given reaction. Given the reactants [NH2:1][C:2]1[CH:3]=[C:4]([OH:10])[CH:5]=[C:6]([O:8][CH3:9])[CH:7]=1.[H-].[Na+].CC1C=CC(S(OC[CH2:25][O:26][C:27]([CH3:30])([CH3:29])[CH3:28])(=O)=O)=CC=1.O.[CH3:32]N(C=O)C, predict the reaction product. The product is: [C:27]([O:26][CH2:25][CH2:9][O:8][C:6]1[CH:7]=[C:2]([CH:3]=[C:4]([O:10][CH3:32])[CH:5]=1)[NH2:1])([CH3:30])([CH3:29])[CH3:28].